Dataset: Full USPTO retrosynthesis dataset with 1.9M reactions from patents (1976-2016). Task: Predict the reactants needed to synthesize the given product. (1) Given the product [Cl:33][CH2:34][C:35]([N:37]1[CH2:42][CH2:41][N:40]([C:2]2[N:7]=[C:6]([N:8]3[CH2:13][CH2:12][O:11][CH2:10][CH2:9]3)[N:5]=[C:4]([N:14]3[C:18]4[CH:19]=[CH:20][CH:21]=[CH:22][C:17]=4[N:16]=[C:15]3[CH:23]([F:24])[F:25])[N:3]=2)[CH2:39][CH2:38]1)=[O:36], predict the reactants needed to synthesize it. The reactants are: Cl[C:2]1[N:7]=[C:6]([N:8]2[CH2:13][CH2:12][O:11][CH2:10][CH2:9]2)[N:5]=[C:4]([N:14]2[C:18]3[CH:19]=[CH:20][CH:21]=[CH:22][C:17]=3[N:16]=[C:15]2[CH:23]([F:25])[F:24])[N:3]=1.FC(F)(F)C([O-])=O.[Cl:33][CH2:34][C:35]([N:37]1[CH2:42][CH2:41][NH2+:40][CH2:39][CH2:38]1)=[O:36]. (2) Given the product [C:1]([N:3]=[C:4]([N:16]1[CH2:21][CH2:20][N:19]([C:22]2[N:23]=[CH:24][C:25]([C:28]([N:30]([CH3:32])[CH3:31])=[O:29])=[N:26][CH:27]=2)[CH2:18][CH:17]1[CH:33]([CH3:35])[CH3:34])[NH:5][C:6]1[CH:15]=[CH:14][CH:13]=[C:12]2[C:7]=1[CH2:8][CH2:9][N:10]([CH:37]([CH3:39])[CH3:36])[CH2:11]2)#[N:2], predict the reactants needed to synthesize it. The reactants are: [C:1]([N:3]=[C:4]([N:16]1[CH2:21][CH2:20][N:19]([C:22]2[N:23]=[CH:24][C:25]([C:28]([N:30]([CH3:32])[CH3:31])=[O:29])=[N:26][CH:27]=2)[CH2:18][CH:17]1[CH:33]([CH3:35])[CH3:34])[NH:5][C:6]1[CH:15]=[CH:14][CH:13]=[C:12]2[C:7]=1[CH2:8][CH2:9][NH:10][CH2:11]2)#[N:2].[CH3:36][C:37]([CH3:39])=O. (3) Given the product [Cl:8][C:6]1[CH:7]=[C:2]([C:14]2[CH:15]=[CH:16][C:11]([Cl:10])=[CH:12][CH:13]=2)[C:3]([F:9])=[N:4][CH:5]=1, predict the reactants needed to synthesize it. The reactants are: Br[C:2]1[C:3]([F:9])=[N:4][CH:5]=[C:6]([Cl:8])[CH:7]=1.[Cl:10][C:11]1[CH:16]=[CH:15][C:14](B(O)O)=[CH:13][CH:12]=1.C(=O)([O-])[O-].[K+].[K+].